Dataset: Reaction yield outcomes from USPTO patents with 853,638 reactions. Task: Predict the reaction yield, written as a fraction of the theoretical maximum amount of product (1.0 means a 100% yield; for example, 0.34 means a 34% yield). (1) The reactants are C(O)(=O)CCCCCCCCCCCCC/C=C\CCCCCCCC.C1CCC(N=C=NC2CCCCC2)CC1.[OH:42][CH2:43][C@@H:44]([C@@H:46]([C@@H:48](CCCCCCCCCCCCCC)O)[OH:47])N.C([O:67][C:68](=[O:70])[CH3:69])(=O)C. The catalyst is C1COCC1.CN(C1C=CN=CC=1)C.CCOC(C)=O.CCCCCC.C(N(CC)CC)C.N1C=CC=CC=1. The product is [CH3:48][C:46]([CH2:44][C:43]([CH2:69][C:68]([OH:67])=[O:70])=[O:42])=[O:47]. The yield is 0.486. (2) The reactants are [C:1]([C:4]1[CH:13]=[CH:12][C:7]([C:8]([O:10][CH3:11])=[O:9])=[CH:6][CH:5]=1)(=[O:3])[CH3:2].O1CCCC1.[F-].C([N+](CCCC)(CCCC)CCCC)CCC.C[Si](C)(C)[C:39]([F:42])([F:41])[F:40]. The catalyst is [Cl-].[Na+].O. The product is [F:40][C:39]([F:42])([F:41])[C:1]([C:4]1[CH:13]=[CH:12][C:7]([C:8]([O:10][CH3:11])=[O:9])=[CH:6][CH:5]=1)([OH:3])[CH3:2]. The yield is 0.530. (3) The reactants are [NH2:1][C:2]1[C:7]([C:8]([C:10]2[CH:15]=[C:14]([F:16])[CH:13]=[CH:12][C:11]=2[O:17][CH3:18])=[O:9])=[CH:6][N:5]=[C:4]([NH:19][CH:20]2[CH2:25][CH2:24][N:23]([S:26]([CH2:29][CH2:30][CH2:31]Cl)(=[O:28])=[O:27])[CH2:22][CH2:21]2)[N:3]=1.[I-].[K+].[CH3:35][N:36]1[CH2:41][CH2:40][NH:39][CH2:38][CH2:37]1. The catalyst is O1CCOCC1.C(Cl)Cl. The product is [NH2:1][C:2]1[C:7]([C:8]([C:10]2[CH:15]=[C:14]([F:16])[CH:13]=[CH:12][C:11]=2[O:17][CH3:18])=[O:9])=[CH:6][N:5]=[C:4]([NH:19][CH:20]2[CH2:25][CH2:24][N:23]([S:26]([CH2:29][CH2:30][CH2:31][N:39]3[CH2:40][CH2:41][N:36]([CH3:35])[CH2:37][CH2:38]3)(=[O:28])=[O:27])[CH2:22][CH2:21]2)[N:3]=1. The yield is 0.330. (4) The reactants are [NH2:1][CH2:2][CH2:3][CH2:4][CH2:5][C:6]1[CH:11]=[CH:10][C:9]([S:12]([NH:15][C@@H:16]([CH:20]([CH3:22])[CH3:21])[C:17]([NH2:19])=[O:18])(=[O:14])=[O:13])=[CH:8][CH:7]=1.C(N(C(C)C)CC)(C)C.I.[NH2:33][C:34]1[C:35]([C:42]([NH:44][C:45](=[NH:48])SC)=[O:43])=[N:36][C:37]([Cl:41])=[C:38]([NH2:40])[N:39]=1. The catalyst is C(O)C. The product is [NH2:33][C:34]1[C:35]([C:42]([N:44]=[C:45]([NH2:48])[NH:1][CH2:2][CH2:3][CH2:4][CH2:5][C:6]2[CH:7]=[CH:8][C:9]([S:12]([NH:15][C@@H:16]([CH:20]([CH3:22])[CH3:21])[C:17]([NH2:19])=[O:18])(=[O:14])=[O:13])=[CH:10][CH:11]=2)=[O:43])=[N:36][C:37]([Cl:41])=[C:38]([NH2:40])[N:39]=1. The yield is 0.540. (5) The reactants are [F:1][C:2]([F:28])([F:27])[C:3]1[CH:8]=[CH:7][C:6]([C:9]2[C:10]([C:15]([NH:17][C:18]3[N:19]=[C:20]([C:24](O)=[O:25])[N:21]([CH3:23])[CH:22]=3)=[O:16])=[CH:11][CH:12]=[CH:13][CH:14]=2)=[CH:5][CH:4]=1.[CH3:29][C:30]1[CH:35]=[CH:34][C:33]([C:36]2[CH:41]=[CH:40][C:39]([CH2:42][NH2:43])=[CH:38][CH:37]=2)=[CH:32][CH:31]=1.CN(C(ON1N=NC2C=CC=CC1=2)=[N+](C)C)C.[B-](F)(F)(F)F.C(N(C(C)C)C(C)C)C. The catalyst is CN(C)C=O.ClCCl.C(O)C. The product is [CH3:29][C:30]1[CH:31]=[CH:32][C:33]([C:36]2[CH:41]=[CH:40][C:39]([CH2:42][NH:43][C:24]([C:20]3[N:21]([CH3:23])[CH:22]=[C:18]([NH:17][C:15]([C:10]4[C:9]([C:6]5[CH:7]=[CH:8][C:3]([C:2]([F:27])([F:28])[F:1])=[CH:4][CH:5]=5)=[CH:14][CH:13]=[CH:12][CH:11]=4)=[O:16])[N:19]=3)=[O:25])=[CH:38][CH:37]=2)=[CH:34][CH:35]=1. The yield is 0.100. (6) The reactants are [OH-].[K+].[Br:3][C:4]1[CH:5]=[CH:6][C:7]2[NH:8][C:9]3[C:14]([C:15]=2[CH:16]=1)=[CH:13][C:12]([Br:17])=[CH:11][CH:10]=3.Br[CH2:19][CH2:20][CH:21]1[O:23][CH2:22]1. The catalyst is CN(C=O)C.CCOC(C)=O. The product is [Br:17][C:12]1[CH:11]=[CH:10][C:9]2[N:8]([CH2:19][CH2:20][CH:21]3[CH2:22][O:23]3)[C:7]3[C:15]([C:14]=2[CH:13]=1)=[CH:16][C:4]([Br:3])=[CH:5][CH:6]=3. The yield is 0.979. (7) The reactants are [CH3:1][C:2]1[CH:6]=[C:5]([NH:7][S:8]([C:11]2[CH:16]=[CH:15][C:14](Br)=[CH:13][CH:12]=2)(=[O:10])=[O:9])[O:4][N:3]=1.[CH3:18][O:19][C:20]1[CH:21]=[C:22](B(O)O)[CH:23]=[CH:24][CH:25]=1. No catalyst specified. The product is [CH3:1][C:2]1[CH:6]=[C:5]([NH:7][S:8]([C:11]2[CH:16]=[CH:15][C:14]([C:24]3[CH:23]=[CH:22][CH:21]=[C:20]([O:19][CH3:18])[CH:25]=3)=[CH:13][CH:12]=2)(=[O:10])=[O:9])[O:4][N:3]=1. The yield is 0.770. (8) The reactants are Cl.[O:2]1[CH:6]=[CH:5][N:4]=[C:3]1[C:7](=[O:17])[CH2:8][CH2:9][CH2:10][CH:11]1[CH2:16][CH2:15][NH:14][CH2:13][CH2:12]1.CCN(CC)CC.[C:25]1([CH3:35])[CH:30]=[CH:29][C:28]([S:31](Cl)(=[O:33])=[O:32])=[CH:27][CH:26]=1. The catalyst is C(Cl)Cl. The product is [O:2]1[CH:6]=[CH:5][N:4]=[C:3]1[C:7](=[O:17])[CH2:8][CH2:9][CH2:10][CH:11]1[CH2:16][CH2:15][N:14]([S:31]([C:28]2[CH:29]=[CH:30][C:25]([CH3:35])=[CH:26][CH:27]=2)(=[O:33])=[O:32])[CH2:13][CH2:12]1. The yield is 0.680. (9) The reactants are [CH:1]([O:4][C:5]1[CH:13]=[C:12]2[C:8]([CH:9]=[N:10][NH:11]2)=[CH:7][C:6]=1[N+:14]([O-])=O)([CH3:3])[CH3:2]. The catalyst is [Pd].C(O)C. The product is [CH:1]([O:4][C:5]1[CH:13]=[C:12]2[C:8]([CH:9]=[N:10][NH:11]2)=[CH:7][C:6]=1[NH2:14])([CH3:3])[CH3:2]. The yield is 0.800. (10) The reactants are [H-].[H-].[H-].[H-].[Li+].[Al+3].[Cl:7][C:8]1[CH:13]=[CH:12][C:11]([C:14](=[O:18])[CH2:15][C:16]#[N:17])=[CH:10][CH:9]=1.CCN(CC)CC.[CH3:26][C:27]([O:30][C:31](O[C:31]([O:30][C:27]([CH3:29])([CH3:28])[CH3:26])=[O:32])=[O:32])([CH3:29])[CH3:28]. The catalyst is C1COCC1.C(Cl)Cl. The product is [Cl:7][C:8]1[CH:9]=[CH:10][C:11]([CH:14]([OH:18])[CH2:15][CH2:16][NH:17][C:31](=[O:32])[O:30][C:27]([CH3:29])([CH3:28])[CH3:26])=[CH:12][CH:13]=1. The yield is 0.590.